This data is from Catalyst prediction with 721,799 reactions and 888 catalyst types from USPTO. The task is: Predict which catalyst facilitates the given reaction. (1) Reactant: F[C:2]1[C:9]([I:10])=[CH:8][CH:7]=[C:6]([C:11]([F:14])([F:13])[F:12])[C:3]=1[C:4]#[N:5].[SH:15][CH2:16][C:17]([NH2:19])=[O:18].C[O-].[Na+]. Product: [NH2:5][C:4]1[C:3]2[C:6]([C:11]([F:14])([F:13])[F:12])=[CH:7][CH:8]=[C:9]([I:10])[C:2]=2[S:15][C:16]=1[C:17]([NH2:19])=[O:18]. The catalyst class is: 5. (2) Reactant: [C:1]([S:14]([N:17]([CH2:21][CH2:22][CH2:23][C:24]([O:26]C)=[O:25])[CH2:18][CH2:19][CH3:20])(=[O:16])=[O:15])([C:4]([C:7]([C:10]([F:13])([F:12])[F:11])([F:9])[F:8])([F:6])[F:5])([F:3])[F:2].[OH-].[K+:29].C(O)(C)C. Product: [C:1]([S:14]([N:17]([CH2:21][CH2:22][CH2:23][C:24]([O:26][K:29])=[O:25])[CH2:18][CH2:19][CH3:20])(=[O:16])=[O:15])([C:4]([C:7]([C:10]([F:13])([F:12])[F:11])([F:9])[F:8])([F:6])[F:5])([F:3])[F:2]. The catalyst class is: 6. (3) The catalyst class is: 206. Reactant: Br[C:2]1[CH:3]=[CH:4][C:5]([NH:10][C:11]2[CH:16]=[CH:15][C:14]([C:17]([N:19]3[CH2:24][CH2:23][N:22]([CH3:25])[CH2:21][CH2:20]3)=[O:18])=[CH:13][CH:12]=2)=[C:6]([CH:9]=1)[C:7]#[N:8].[CH3:26][O:27][C:28]1[CH:33]=[CH:32][CH:31]=[CH:30][C:29]=1B(O)O.C([O-])([O-])=O.[Na+].[Na+].CO. Product: [CH3:26][O:27][C:28]1[CH:33]=[CH:32][CH:31]=[CH:30][C:29]=1[C:2]1[CH:3]=[CH:4][C:5]([NH:10][C:11]2[CH:12]=[CH:13][C:14]([C:17]([N:19]3[CH2:24][CH2:23][N:22]([CH3:25])[CH2:21][CH2:20]3)=[O:18])=[CH:15][CH:16]=2)=[C:6]([C:7]#[N:8])[CH:9]=1.